Predict the reaction yield, written as a fraction of the theoretical maximum amount of product (1.0 means a 100% yield; for example, 0.34 means a 34% yield). From a dataset of Reaction yield outcomes from USPTO patents with 853,638 reactions. (1) The reactants are [OH:1]O.[NH:3]1[C:14]2[C:6](=[CH:7][CH:8]=[C:9]3[C:13]=2[CH2:12][CH2:11][CH2:10]3)[C:5](=[O:15])C1=O.[OH-].[Na+].Cl. The catalyst is O. The product is [NH2:3][C:14]1[C:6]([C:5]([OH:15])=[O:1])=[CH:7][CH:8]=[C:9]2[C:13]=1[CH2:12][CH2:11][CH2:10]2. The yield is 0.870. (2) The reactants are C[O:2][C:3]([C:5]1[CH:6]=[C:7]2[C:12](=[CH:13][CH:14]=1)[N:11]=[CH:10][C:9]([O:15][C:16]1[C:21]([Cl:22])=[CH:20][C:19]([NH:23][S:24]([C:27]3[CH:32]=[CH:31][C:30]([Cl:33])=[CH:29][C:28]=3[Cl:34])(=[O:26])=[O:25])=[CH:18][C:17]=1[Cl:35])=[CH:8]2)=[O:4].[OH-].[Na+].Cl. The catalyst is C1COCC1.CO. The product is [Cl:22][C:21]1[CH:20]=[C:19]([NH:23][S:24]([C:27]2[CH:32]=[CH:31][C:30]([Cl:33])=[CH:29][C:28]=2[Cl:34])(=[O:26])=[O:25])[CH:18]=[C:17]([Cl:35])[C:16]=1[O:15][C:9]1[CH:10]=[N:11][C:12]2[C:7]([CH:8]=1)=[CH:6][C:5]([C:3]([OH:4])=[O:2])=[CH:14][CH:13]=2. The yield is 0.780. (3) The reactants are CC1(C)COB([C:8]2[CH:9]=[C:10]([CH:13]=[C:14]([O:16][C:17]([F:20])([F:19])[F:18])[CH:15]=2)[CH:11]=[O:12])OC1.[F:22][C:23]1[CH:30]=[CH:29][C:26]([CH2:27]Br)=[CH:25][CH:24]=1.C(=O)([O-])[O-].[Na+].[Na+].O. The catalyst is COCCOC.C1C=CC(P(C2C=CC=CC=2)[C-]2C=CC=C2)=CC=1.C1C=CC(P(C2C=CC=CC=2)[C-]2C=CC=C2)=CC=1.Cl[Pd]Cl.[Fe+2]. The product is [F:22][C:23]1[CH:30]=[CH:29][C:26]([CH2:27][C:8]2[CH:9]=[C:10]([CH:13]=[C:14]([O:16][C:17]([F:18])([F:19])[F:20])[CH:15]=2)[CH:11]=[O:12])=[CH:25][CH:24]=1. The yield is 0.700. (4) The reactants are [NH:1]1[CH:5]=[C:4]([B:6]2[O:14][C:11]([CH3:13])([CH3:12])[C:8]([CH3:10])([CH3:9])[O:7]2)[CH:3]=[N:2]1.C(=O)([O-])[O-].[Cs+].[Cs+].Br[CH2:22][CH2:23][O:24][CH:25]1[CH2:30][CH2:29][CH2:28][CH2:27][O:26]1. The catalyst is CN(C=O)C. The product is [O:26]1[CH2:27][CH2:28][CH2:29][CH2:30][CH:25]1[O:24][CH2:23][CH2:22][N:2]1[CH:3]=[C:4]([B:6]2[O:7][C:8]([CH3:9])([CH3:10])[C:11]([CH3:13])([CH3:12])[O:14]2)[CH:5]=[N:1]1. The yield is 0.650. (5) The reactants are [Cl:1][C:2]1[C:7]([C:8]2[CH:9]=[C:10]([C:14](=[O:20])[C:15]([N:17]([CH3:19])[CH3:18])=[O:16])[CH:11]=[N:12][CH:13]=2)=[CH:6][N:5]=[C:4]2[N:21]([CH2:32][O:33][CH2:34][CH2:35][Si:36]([CH3:39])([CH3:38])[CH3:37])[CH:22]=[C:23]([C:24]3[CH:29]=[CH:28][CH:27]=[CH:26][C:25]=3[O:30][CH3:31])[C:3]=12.Cl. The catalyst is CO.O.[OH-].[Pd+2].[OH-]. The product is [Cl:1][C:2]1[C:7]([C:8]2[CH:9]=[C:10]([CH:14]([OH:20])[C:15]([N:17]([CH3:19])[CH3:18])=[O:16])[CH:11]=[N:12][CH:13]=2)=[CH:6][N:5]=[C:4]2[N:21]([CH2:32][O:33][CH2:34][CH2:35][Si:36]([CH3:39])([CH3:37])[CH3:38])[CH:22]=[C:23]([C:24]3[CH:29]=[CH:28][CH:27]=[CH:26][C:25]=3[O:30][CH3:31])[C:3]=12. The yield is 1.00. (6) The reactants are [C:1]([NH:4][NH:5][C:6]([C:8]1[NH:9][C:10]2[C:15]([C:16]=1[C:17]1[CH:22]=[CH:21][C:20]([O:23][CH3:24])=[CH:19][CH:18]=1)=[CH:14][C:13]([O:25][CH3:26])=[C:12]([O:27][CH3:28])[CH:11]=2)=[O:7])(=O)[CH3:2]. The catalyst is O=P(Cl)(Cl)Cl. The product is [CH3:26][O:25][C:13]1[CH:14]=[C:15]2[C:10](=[CH:11][C:12]=1[O:27][CH3:28])[NH:9][C:8]([C:6]1[O:7][C:1]([CH3:2])=[N:4][N:5]=1)=[C:16]2[C:17]1[CH:22]=[CH:21][C:20]([O:23][CH3:24])=[CH:19][CH:18]=1. The yield is 0.190. (7) The reactants are [CH3:1][N:2]1[C:10]2[C:5](=[CH:6][CH:7]=[CH:8][CH:9]=2)[C:4]([C:11]([OH:13])=O)=[C:3]1[CH3:14].C(Cl)(=O)C(Cl)=O.C(N(CC)CC)C.[NH2:28][C:29]1[CH:34]=[C:33]([F:35])[C:32]([CH2:36][C:37]([O:39]CC)=[O:38])=[CH:31][C:30]=1[Cl:42].C1C=CC2N(O)N=NC=2C=1.C(O)(=O)CC(CC(O)=O)(C(O)=O)O.[OH-].[Na+].Cl. The catalyst is C(Cl)Cl.C(Cl)(Cl)Cl. The product is [Cl:42][C:30]1[C:29]([NH:28][C:11]([C:4]2[C:5]3[C:10](=[CH:9][CH:8]=[CH:7][CH:6]=3)[N:2]([CH3:1])[C:3]=2[CH3:14])=[O:13])=[CH:34][C:33]([F:35])=[C:32]([CH2:36][C:37]([OH:39])=[O:38])[CH:31]=1. The yield is 0.490. (8) The reactants are C(O[C:4](=[O:21])[CH2:5][C:6]([CH:8]1[CH2:13][CH2:12][N:11]([C:14]([O:16][C:17]([CH3:20])([CH3:19])[CH3:18])=[O:15])[CH2:10][CH2:9]1)=O)C.[Br:22][C:23]1[CH:31]=[C:30]2[C:26]([C:27]([NH2:32])=[N:28][NH:29]2)=[CH:25][CH:24]=1.P([O-])([O-])([O-])=O.[K+].[K+].[K+]. The catalyst is COCC(O)C.ClCCl.CO. The product is [Br:22][C:23]1[CH:24]=[CH:25][C:26]2[C:30]([CH:31]=1)=[N:29][N:28]1[C:4](=[O:21])[CH:5]=[C:6]([CH:8]3[CH2:9][CH2:10][N:11]([C:14]([O:16][C:17]([CH3:18])([CH3:19])[CH3:20])=[O:15])[CH2:12][CH2:13]3)[NH:32][C:27]=21. The yield is 0.0900. (9) The reactants are C[O:2][C:3]([NH:5][C@H:6]([C:10]([N:12]1[CH2:16][CH2:15][CH2:14][CH:13]1[C:17]1[NH:18][C:19]([C:22]2[CH:27]=[C:26]3[CH2:28][O:29][C:30]4[CH:54]=[C:53]5[C:33]([CH:34]=[CH:35][C:36]6[N:40]=[C:39]([CH:41]7[CH2:45][CH2:44][CH2:43][N:42]7[C:46](OC(C)(C)C)=[O:47])[NH:38][C:37]=65)=[CH:32][C:31]=4[C:25]3=[CH:24][CH:23]=2)=[CH:20][N:21]=1)=[O:11])[CH:7]([CH3:9])[CH3:8])=[O:4].Cl.[CH3:56][O:57][C:58]([NH:60][C@H:61]([C:65]1[CH:70]=[CH:69][CH:68]=[CH:67][CH:66]=1)C(O)=O)=[O:59].CCOC(C(C#N)=NOC(N1CCOCC1)=[N+](C)C)=O.F[P-](F)(F)(F)(F)F.C(N(C(C)C)CC)(C)C. The catalyst is CN(C=O)C.C(OCC)(=O)C.C(O)C. The product is [CH3:56][O:57][C:58]([NH:60][CH:61]([C:65]1[CH:70]=[CH:69][CH:68]=[CH:67][CH:66]=1)[C:46]([N:42]1[CH2:43][CH2:44][CH2:45][CH:41]1[C:39]1[NH:38][C:37]2[C:53]3[C:33]([CH:34]=[CH:35][C:36]=2[N:40]=1)=[CH:32][C:31]1[C:25]2[C:26]([CH2:28][O:29][C:30]=1[CH:54]=3)=[CH:27][C:22]([C:19]1[NH:18][C:17]([CH:13]3[CH2:14][CH2:15][CH2:16][N:12]3[C:10](=[O:11])[CH:6]([NH:5][C:3](=[O:4])[OH:2])[CH:7]([CH3:8])[CH3:9])=[N:21][CH:20]=1)=[CH:23][CH:24]=2)=[O:47])=[O:59]. The yield is 0.450.